This data is from Full USPTO retrosynthesis dataset with 1.9M reactions from patents (1976-2016). The task is: Predict the reactants needed to synthesize the given product. Given the product [Cl:7][C:8]1[C:9]([O:17][CH3:18])=[CH:10][C:11]([O:15][CH3:16])=[C:12]([NH:13][C:20](=[O:21])[O:22][C:23]2[CH:28]=[CH:27][CH:26]=[CH:25][CH:24]=2)[CH:14]=1, predict the reactants needed to synthesize it. The reactants are: N1C=CC=CC=1.[Cl:7][C:8]1[C:9]([O:17][CH3:18])=[CH:10][C:11]([O:15][CH3:16])=[C:12]([CH:14]=1)[NH2:13].Cl[C:20]([O:22][C:23]1[CH:28]=[CH:27][CH:26]=[CH:25][CH:24]=1)=[O:21].